From a dataset of Full USPTO retrosynthesis dataset with 1.9M reactions from patents (1976-2016). Predict the reactants needed to synthesize the given product. (1) Given the product [CH3:4][C:2]([C:5]1[CH:9]=[C:8]([C:10]([OH:12])=[O:11])[N:7]([CH2:15][CH3:16])[N:6]=1)([CH3:1])[CH3:3], predict the reactants needed to synthesize it. The reactants are: [CH3:1][C:2]([C:5]1[CH:9]=[C:8]([C:10]([O:12]CC)=[O:11])[N:7]([CH2:15][CH3:16])[N:6]=1)([CH3:4])[CH3:3].[OH-].[Na+]. (2) Given the product [Cl:27][C:28]1[CH:29]=[C:30]2[C:39](=[CH:40][CH:41]=1)[C:38]([NH:42][CH2:43][CH2:44][CH2:45][CH2:46][CH2:47][CH2:48][CH2:49][NH:50][C:12](=[O:14])[CH2:11][CH2:10][C:3]1[C:4]3[C:9](=[CH:8][CH:7]=[CH:6][CH:5]=3)[NH:1][CH:2]=1)=[C:37]1[C:32]([CH2:33][CH2:34][CH2:35][CH2:36]1)=[N:31]2, predict the reactants needed to synthesize it. The reactants are: [NH:1]1[C:9]2[C:4](=[CH:5][CH:6]=[CH:7][CH:8]=2)[C:3]([CH2:10][CH2:11][C:12]([OH:14])=O)=[CH:2]1.C(N1C=CN=C1)(N1C=CN=C1)=O.[Cl:27][C:28]1[CH:29]=[C:30]2[C:39](=[CH:40][CH:41]=1)[C:38]([NH:42][CH2:43][CH2:44][CH2:45][CH2:46][CH2:47][CH2:48][CH2:49][NH2:50])=[C:37]1[C:32]([CH2:33][CH2:34][CH2:35][CH2:36]1)=[N:31]2. (3) Given the product [C:6]([O:10][C:11](=[O:12])[NH:1][CH2:2][C@@H:3]([OH:5])[CH3:4])([CH3:9])([CH3:8])[CH3:7], predict the reactants needed to synthesize it. The reactants are: [NH2:1][CH2:2][C@@H:3]([OH:5])[CH3:4].[C:6]([O:10][C:11](O[C:11]([O:10][C:6]([CH3:9])([CH3:8])[CH3:7])=[O:12])=[O:12])([CH3:9])([CH3:8])[CH3:7].[Cl-].[NH4+].O. (4) Given the product [O:32]1[CH2:37][CH2:36][CH:35]([O:20][N:21]2[C:29](=[O:30])[C:28]3[C:23](=[CH:24][CH:25]=[CH:26][CH:27]=3)[C:22]2=[O:31])[CH2:34][CH2:33]1, predict the reactants needed to synthesize it. The reactants are: C1(P(C2C=CC=CC=2)C2C=CC=CC=2)C=CC=CC=1.[OH:20][N:21]1[C:29](=[O:30])[C:28]2[C:23](=[CH:24][CH:25]=[CH:26][CH:27]=2)[C:22]1=[O:31].[O:32]1[CH2:37][CH2:36][CH:35](O)[CH2:34][CH2:33]1.N(C(OCC)=O)=NC(OCC)=O. (5) Given the product [O:1]=[C:2]1[C:11]2[C:10]([C:12]([O:14][CH3:20])=[O:13])=[CH:9][CH:8]=[CH:7][C:6]=2[CH2:5][CH2:4][CH2:3]1, predict the reactants needed to synthesize it. The reactants are: [O:1]=[C:2]1[C:11]2[C:10]([C:12]([OH:14])=[O:13])=[CH:9][CH:8]=[CH:7][C:6]=2[CH2:5][CH2:4][CH2:3]1.OS(O)(=O)=O.[C:20](=O)([O-])O.[Na+]. (6) The reactants are: Br[C:2]1[CH:14]=[CH:13][C:12]2[C:11]3[C:6](=[CH:7][CH:8]=[CH:9][CH:10]=3)[N:5]([C:15]3[CH:20]=[CH:19][CH:18]=[CH:17][CH:16]=3)[C:4]=2[CH:3]=1.[NH:21]1[CH:25]=[CH:24][CH:23]=[N:22]1.C(=O)([O-])[O-].[K+].[K+].N1CCC[C@H]1C(O)=O. Given the product [C:4]1([N:5]2[C:6]3[CH:11]=[C:10]([N:21]4[CH:25]=[CH:24][CH:23]=[N:22]4)[CH:9]=[CH:8][C:7]=3[C:20]3[C:15]2=[CH:16][CH:17]=[CH:18][CH:19]=3)[CH:12]=[CH:13][CH:14]=[CH:2][CH:3]=1, predict the reactants needed to synthesize it. (7) Given the product [S:1]1[CH:5]=[C:4]([C:6]([O:8][CH2:17][CH:18]([CH3:21])[CH3:19])=[O:7])[C:3]([C:9]([O:11][CH2:2][CH:3]([CH3:9])[CH3:4])=[O:10])=[CH:2]1, predict the reactants needed to synthesize it. The reactants are: [S:1]1[CH:5]=[C:4]([C:6]([OH:8])=[O:7])[C:3]([C:9]([OH:11])=[O:10])=[CH:2]1.Cl[Si](C)(C)C.[CH3:17][CH:18]([CH3:21])[CH2:19]O.